Regression. Given a peptide amino acid sequence and an MHC pseudo amino acid sequence, predict their binding affinity value. This is MHC class I binding data. From a dataset of Peptide-MHC class I binding affinity with 185,985 pairs from IEDB/IMGT. The peptide sequence is RRYTRRISL. The MHC is HLA-A31:01 with pseudo-sequence HLA-A31:01. The binding affinity (normalized) is 0.275.